This data is from Forward reaction prediction with 1.9M reactions from USPTO patents (1976-2016). The task is: Predict the product of the given reaction. (1) Given the reactants [F:1][C:2]([F:24])([F:23])[C:3]1[CH:4]=[C:5]2[CH:11]=[C:10]([C:12](O)=[O:13])[N:9]([CH2:15][C:16]3[CH:21]=[CH:20][CH:19]=[C:18]([F:22])[CH:17]=3)[C:6]2=[N:7][CH:8]=1.[Cl:25][C:26]1[N:31]=[CH:30][C:29]([NH2:32])=[CH:28][N:27]=1, predict the reaction product. The product is: [Cl:25][C:26]1[N:31]=[CH:30][C:29]([NH:32][C:12]([C:10]2[N:9]([CH2:15][C:16]3[CH:21]=[CH:20][CH:19]=[C:18]([F:22])[CH:17]=3)[C:6]3=[N:7][CH:8]=[C:3]([C:2]([F:24])([F:1])[F:23])[CH:4]=[C:5]3[CH:11]=2)=[O:13])=[CH:28][N:27]=1. (2) The product is: [Br:47][C:45]1[CH:44]=[CH:43][C:42]([CH3:48])=[C:41]([N:40]2[CH2:27][CH2:28][N:29]([C:30]([O:32][C:33]([CH3:36])([CH3:35])[CH3:34])=[O:31])[CH2:37][C:38]2=[O:39])[CH:46]=1. Given the reactants CC1C=CC=CC=1N1CCN(C(OC(C)(C)C)=O)CC1=O.CS(O[CH2:27][CH2:28][N:29]([CH2:37][C:38]([NH:40][C:41]1[CH:46]=[C:45]([Br:47])[CH:44]=[CH:43][C:42]=1[CH3:48])=[O:39])[C:30]([O:32][C:33]([CH3:36])([CH3:35])[CH3:34])=[O:31])(=O)=O.[H-].[Na+].CO, predict the reaction product.